Dataset: Full USPTO retrosynthesis dataset with 1.9M reactions from patents (1976-2016). Task: Predict the reactants needed to synthesize the given product. (1) The reactants are: [NH2:1][CH2:2][C@H:3]([OH:16])[CH2:4][O:5][C:6]1[C:14]2[NH:13][C:12](=[O:15])[NH:11][C:10]=2[CH:9]=[CH:8][CH:7]=1.[F:17][C:18]1[CH:19]=[C:20]([CH:29]=[CH:30][C:31]=1[N:32]1[CH2:37][CH2:36][C:35](=O)[CH2:34][CH2:33]1)[CH2:21][CH:22]1[S:26][C:25](=[O:27])[NH:24][C:23]1=[O:28]. Given the product [F:17][C:18]1[CH:19]=[C:20]([CH:29]=[CH:30][C:31]=1[N:32]1[CH2:37][CH2:36][CH:35]([NH:1][CH2:2][C@H:3]([OH:16])[CH2:4][O:5][C:6]2[C:14]3[NH:13][C:12](=[O:15])[NH:11][C:10]=3[CH:9]=[CH:8][CH:7]=2)[CH2:34][CH2:33]1)[CH2:21][CH:22]1[S:26][C:25](=[O:27])[NH:24][C:23]1=[O:28], predict the reactants needed to synthesize it. (2) Given the product [Cl:22][C:11]1[CH:12]=[C:13]([C:14]([N:16]([CH3:18])[CH3:17])=[O:15])[CH:19]=[C:20]([Cl:21])[C:10]=1[C:9]([NH:8][C:6]1[CH:5]=[CH:4][N:3]=[C:2]([NH:24][C:53]([CH:58]2[CH2:32][CH2:72]2)=[O:52])[CH:7]=1)=[O:23], predict the reactants needed to synthesize it. The reactants are: Br[C:2]1[CH:7]=[C:6]([NH:8][C:9](=[O:23])[C:10]2[C:20]([Cl:21])=[CH:19][C:13]([C:14]([N:16]([CH3:18])[CH3:17])=[O:15])=[CH:12][C:11]=2[Cl:22])[CH:5]=[CH:4][N:3]=1.[N:24]1C=CC(N)=NC=1.C[C:32]1([CH3:72])[C:58]2[C:53](=C(P(C3C=CC=CC=3)C3C=CC=CC=3)C=CC=2)[O:52]C2C(P(C3C=CC=CC=3)C3C=CC=CC=3)=CC=CC1=2.C([O-])([O-])=O.[Cs+].[Cs+]. (3) Given the product [C:11]([CH2:13][C:14]([NH:8][CH:4]([CH:5]([CH3:7])[CH3:6])[C:3]([F:10])([F:9])[F:2])=[O:15])#[N:12], predict the reactants needed to synthesize it. The reactants are: Cl.[F:2][C:3]([F:10])([F:9])[CH:4]([NH2:8])[CH:5]([CH3:7])[CH3:6].[C:11]([CH2:13][C:14](O)=[O:15])#[N:12].C(N(C(C)C)CC)(C)C.CCCP(=O)=O.C(=O)([O-])O.[Na+]. (4) Given the product [NH2:2][C:3]1[C:4]2[C:14]([O:15][CH2:16][C@H:17]3[CH2:22][CH2:21][CH2:20][CH2:19][N:18]3[C:30](=[O:31])[CH2:29][C:24]3[N:25]=[CH:26][CH:27]=[CH:28][N:23]=3)=[CH:13][CH:12]=[CH:11][C:5]=2[NH:6][S:7](=[O:9])(=[O:10])[N:8]=1, predict the reactants needed to synthesize it. The reactants are: Cl.[NH2:2][C:3]1[C:4]2[C:14]([O:15][CH2:16][C@H:17]3[CH2:22][CH2:21][CH2:20][CH2:19][NH2+:18]3)=[CH:13][CH:12]=[CH:11][C:5]=2[NH:6][S:7](=[O:10])(=[O:9])[N:8]=1.[N:23]1[CH:28]=[CH:27][CH:26]=[N:25][C:24]=1[CH2:29][C:30](O)=[O:31]. (5) Given the product [CH3:29][C:27]1[N:1]=[C:2]2[S:6][C:5]3[CH2:7][CH2:8][CH2:9][CH2:10][C:4]=3[C:3]2=[C:11]([C:13]2[CH:18]=[CH:17][C:16]([O:19][C:20]([F:23])([F:22])[F:21])=[CH:15][CH:14]=2)[C:26]=1[CH2:25][C:24]([O:31][CH3:32])=[O:30], predict the reactants needed to synthesize it. The reactants are: [NH2:1][C:2]1[S:6][C:5]2[CH2:7][CH2:8][CH2:9][CH2:10][C:4]=2[C:3]=1[C:11]([C:13]1[CH:18]=[CH:17][C:16]([O:19][C:20]([F:23])([F:22])[F:21])=[CH:15][CH:14]=1)=O.[C:24]([O:31][CH3:32])(=[O:30])[CH2:25][CH2:26][C:27]([CH3:29])=O.Cl[Si](C)(C)C. (6) Given the product [CH3:8][C:6]1([CH3:7])[C:2]([CH3:16])([CH3:1])[O:3][B:4]([C:9]2[CH:10]=[C:11]([NH:12][C:30]([CH:25]3[CH2:26][O:27][CH2:28][CH2:29][O:24]3)=[O:31])[CH:13]=[CH:14][CH:15]=2)[O:5]1, predict the reactants needed to synthesize it. The reactants are: [CH3:1][C:2]1([CH3:16])[C:6]([CH3:8])([CH3:7])[O:5][B:4]([C:9]2[CH:10]=[C:11]([CH:13]=[CH:14][CH:15]=2)[NH2:12])[O:3]1.C(N(CC)CC)C.[O:24]1[CH2:29][CH2:28][O:27][CH2:26][CH:25]1[C:30](Cl)=[O:31]. (7) Given the product [C:3]([C:4]1[CH:13]=[C:12]2[C:7]([N:8]([CH3:36])[CH2:9][CH2:10][N:11]2[C:14]2[C:18]3[CH2:19][N:20]([C:23]([O:25][C:26]([CH3:28])([CH3:27])[CH3:29])=[O:24])[CH2:21][CH2:22][C:17]=3[N:16]([CH:30]3[CH2:31][CH2:32][O:33][CH2:34][CH2:35]3)[N:15]=2)=[CH:6][C:5]=1[C:37]1[CH:38]=[N:39][N:40]([CH3:42])[CH:41]=1)#[N:2], predict the reactants needed to synthesize it. The reactants are: O/[N:2]=[CH:3]/[C:4]1[CH:13]=[C:12]2[C:7]([N:8]([CH3:36])[CH2:9][CH2:10][N:11]2[C:14]2[C:18]3[CH2:19][N:20]([C:23]([O:25][C:26]([CH3:29])([CH3:28])[CH3:27])=[O:24])[CH2:21][CH2:22][C:17]=3[N:16]([CH:30]3[CH2:35][CH2:34][O:33][CH2:32][CH2:31]3)[N:15]=2)=[CH:6][C:5]=1[C:37]1[CH:38]=[N:39][N:40]([CH3:42])[CH:41]=1.C(P1(=O)OP(=O)(CCC)OP(=O)(CCC)O1)CC.C(N(CC)CC)C.C(Cl)Cl.